Dataset: Forward reaction prediction with 1.9M reactions from USPTO patents (1976-2016). Task: Predict the product of the given reaction. (1) Given the reactants Br[C:2]1[CH:10]=[C:9]2[C:5]([C:6]([NH2:11])=[N:7][NH:8]2)=[CH:4][CH:3]=1.[CH:12]1([N:15]2[CH2:20][C:19]3([CH2:25][CH2:24][N:23]([S:26]([C:29]4[CH:34]=[CH:33][C:32](B5OC(C)(C)C(C)(C)O5)=[CH:31][CH:30]=4)(=[O:28])=[O:27])[CH2:22][CH2:21]3)[O:18][CH2:17][C:16]2=[O:44])[CH2:14][CH2:13]1, predict the reaction product. The product is: [NH2:11][C:6]1[C:5]2[C:9](=[CH:10][C:2]([C:32]3[CH:33]=[CH:34][C:29]([S:26]([N:23]4[CH2:24][CH2:25][C:19]5([O:18][CH2:17][C:16](=[O:44])[N:15]([CH:12]6[CH2:13][CH2:14]6)[CH2:20]5)[CH2:21][CH2:22]4)(=[O:28])=[O:27])=[CH:30][CH:31]=3)=[CH:3][CH:4]=2)[NH:8][N:7]=1. (2) Given the reactants [CH3:1][C:2]1([CH3:34])[CH2:7][N:6]([C:8](=[O:20])[C:9]2[CH:14]=[CH:13][C:12]([N+:15]([O-])=O)=[C:11]([NH:18][CH3:19])[CH:10]=2)[CH2:5][CH2:4][N:3]1[C:21]([C:23]1[N:27]=[CH:26][N:25]([C:28]2[CH:33]=[CH:32][CH:31]=[CH:30][CH:29]=2)[N:24]=1)=[O:22], predict the reaction product. The product is: [NH2:15][C:12]1[CH:13]=[CH:14][C:9]([C:8]([N:6]2[CH2:5][CH2:4][N:3]([C:21]([C:23]3[N:27]=[CH:26][N:25]([C:28]4[CH:33]=[CH:32][CH:31]=[CH:30][CH:29]=4)[N:24]=3)=[O:22])[C:2]([CH3:34])([CH3:1])[CH2:7]2)=[O:20])=[CH:10][C:11]=1[NH:18][CH3:19]. (3) Given the reactants [CH2:1]([N:8]1[CH2:12][CH:11]([C:13]2[CH:18]=[CH:17][C:16]([Cl:19])=[C:15]([Cl:20])[CH:14]=2)[CH:10]([NH2:21])[CH2:9]1)[C:2]1[CH:7]=[CH:6][CH:5]=[CH:4][CH:3]=1.[C:22]([O-])([O-])=O.[K+].[K+].ClC(OCC)=O.B, predict the reaction product. The product is: [CH2:1]([N:8]1[CH2:12][CH:11]([C:13]2[CH:18]=[CH:17][C:16]([Cl:19])=[C:15]([Cl:20])[CH:14]=2)[CH:10]([NH:21][CH3:22])[CH2:9]1)[C:2]1[CH:3]=[CH:4][CH:5]=[CH:6][CH:7]=1. (4) Given the reactants ClS([N:5]=[C:6]=[O:7])(=O)=O.[CH3:8][S:9]([C:12]1[CH:13]=[C:14]([C:18]2[S:26][C:25]3[C:24]([N:27]4[CH2:32][CH2:31][O:30][CH2:29][CH2:28]4)=[N:23][C:22]([C:33]4[CH:34]=[CH:35][C:36]([NH2:39])=[N:37][CH:38]=4)=[N:21][C:20]=3[CH:19]=2)[CH:15]=[CH:16][CH:17]=1)(=[O:11])=[O:10], predict the reaction product. The product is: [CH3:8][S:9]([C:12]1[CH:13]=[C:14]([C:18]2[S:26][C:25]3[C:24]([N:27]4[CH2:32][CH2:31][O:30][CH2:29][CH2:28]4)=[N:23][C:22]([C:33]4[CH:34]=[CH:35][C:36]([NH:39][C:6]([NH2:5])=[O:7])=[N:37][CH:38]=4)=[N:21][C:20]=3[CH:19]=2)[CH:15]=[CH:16][CH:17]=1)(=[O:11])=[O:10]. (5) Given the reactants [CH:1]([C:3]1[CH:7]=[C:6]([C:8]2[CH:13]=[CH:12][CH:11]=[CH:10][CH:9]=2)[N:5]([C:14]2[CH:19]=[CH:18][C:17]([S:20]([NH2:23])(=[O:22])=[O:21])=[CH:16][CH:15]=2)[N:4]=1)=O.[C:24]([CH2:26][C:27]([O:29][CH2:30][CH3:31])=[O:28])#[N:25].C([O-])(=O)C.[NH4+].C(O)(=O)C, predict the reaction product. The product is: [NH2:23][S:20]([C:17]1[CH:16]=[CH:15][C:14]([N:5]2[C:6]([C:8]3[CH:13]=[CH:12][CH:11]=[CH:10][CH:9]=3)=[CH:7][C:3]([CH:1]=[C:26]([C:24]#[N:25])[C:27]([O:29][CH2:30][CH3:31])=[O:28])=[N:4]2)=[CH:19][CH:18]=1)(=[O:21])=[O:22]. (6) Given the reactants [N+:1]([C:4]1[CH:9]=[CH:8][C:7]([N:10]2[CH2:16][CH:15]3[O:17][CH:12]([CH2:13][CH2:14]3)[CH2:11]2)=[CH:6][CH:5]=1)([O-])=O.C([O-])=O.[NH4+], predict the reaction product. The product is: [CH:12]12[O:17][CH:15]([CH2:14][CH2:13]1)[CH2:16][N:10]([C:7]1[CH:8]=[CH:9][C:4]([NH2:1])=[CH:5][CH:6]=1)[CH2:11]2. (7) The product is: [NH2:8][CH2:9][CH2:10][CH2:11][C:12]1[C:17]([C@H:18]2[CH2:22][CH2:21][CH2:20][N:19]2[C:23]2[CH:28]=[CH:27][N:26]3[N:29]=[CH:30][C:31]([C:32]([O:34][CH2:35][CH3:36])=[O:33])=[C:25]3[N:24]=2)=[CH:16][C:15]([F:37])=[CH:14][N:13]=1. Given the reactants C(OC([NH:8][CH2:9][C:10]#[C:11][C:12]1[C:17]([C@H:18]2[CH2:22][CH2:21][CH2:20][N:19]2[C:23]2[CH:28]=[CH:27][N:26]3[N:29]=[CH:30][C:31]([C:32]([O:34][CH2:35][CH3:36])=[O:33])=[C:25]3[N:24]=2)=[CH:16][C:15]([F:37])=[CH:14][N:13]=1)=O)(C)(C)C, predict the reaction product.